Dataset: Forward reaction prediction with 1.9M reactions from USPTO patents (1976-2016). Task: Predict the product of the given reaction. (1) Given the reactants Cl.[Cl:2][C:3]1[CH:8]=[CH:7][N:6]=[C:5]([C:9]([O:11]C)=O)[CH:4]=1.O=S(Cl)[Cl:15].N1C=CC=CC=1C(O)=O, predict the reaction product. The product is: [ClH:2].[Cl:2][C:3]1[CH:8]=[CH:7][N:6]=[C:5]([C:9]([Cl:15])=[O:11])[CH:4]=1. (2) Given the reactants [CH2:1]([O:3][C:4]([C:6]1[N:11]=[C:10]([O:12][C:13]2[CH:22]=[CH:21][C:20]3[C:15](=[CH:16][CH:17]=[CH:18][C:19]=3[C:23](O)=[O:24])[CH:14]=2)[CH:9]=[CH:8][N:7]=1)=[O:5])[CH3:2].CCN(CC)CC.[NH2:33][C:34]1[CH:35]=[CH:36][C:37]([F:44])=[C:38]([C:40]([F:43])([F:42])[F:41])[CH:39]=1.CCCP(=O)=O, predict the reaction product. The product is: [CH2:1]([O:3][C:4]([C:6]1[N:11]=[C:10]([O:12][C:13]2[CH:22]=[CH:21][C:20]3[C:15](=[CH:16][CH:17]=[CH:18][C:19]=3[C:23](=[O:24])[NH:33][C:34]3[CH:35]=[CH:36][C:37]([F:44])=[C:38]([C:40]([F:43])([F:41])[F:42])[CH:39]=3)[CH:14]=2)[CH:9]=[CH:8][N:7]=1)=[O:5])[CH3:2].